This data is from Reaction yield outcomes from USPTO patents with 853,638 reactions. The task is: Predict the reaction yield, written as a fraction of the theoretical maximum amount of product (1.0 means a 100% yield; for example, 0.34 means a 34% yield). (1) The reactants are [C:1]([O:4][C:5]([CH3:11])([CH:8]1[CH2:10][CH2:9]1)[C:6]#[N:7])(=[O:3])[CH3:2].[OH-].[Na+]. The yield is 0.150. The catalyst is [Cl-].[Na+]. The product is [C:1]([O:4][C@:5]([CH3:11])([CH:8]1[CH2:10][CH2:9]1)[C:6]#[N:7])(=[O:3])[CH3:2]. (2) The reactants are [F:1][C:2]([F:22])([F:21])[CH:3]([C:5]1[CH:10]=[CH:9][C:8]([O:11][C:12]2[CH:17]=[CH:16][CH:15]=[C:14]([F:18])[N:13]=2)=[C:7]([O:19]C)[CH:6]=1)[OH:4].B(Br)(Br)Br. No catalyst specified. The product is [F:18][C:14]1[N:13]=[C:12]([O:11][C:8]2[CH:9]=[CH:10][C:5]([CH:3]([OH:4])[C:2]([F:21])([F:22])[F:1])=[CH:6][C:7]=2[OH:19])[CH:17]=[CH:16][CH:15]=1. The yield is 0.840.